From a dataset of Full USPTO retrosynthesis dataset with 1.9M reactions from patents (1976-2016). Predict the reactants needed to synthesize the given product. (1) Given the product [CH2:25]([N:32]1[CH2:37][CH2:36][CH2:35][C:33]1([C:39]#[N:40])[CH3:34])[C:26]1[CH:31]=[CH:30][CH:29]=[CH:28][CH:27]=1, predict the reactants needed to synthesize it. The reactants are: ClCCCC(=O)C.[C-]#N.[Na+].C(N)C1C=CC=CC=1.C(O)(=O)C.[OH-].[Na+].[CH2:25]([NH:32][C:33]([C:39]#[N:40])([CH2:35][CH2:36][CH2:37]Cl)[CH3:34])[C:26]1[CH:31]=[CH:30][CH:29]=[CH:28][CH:27]=1. (2) Given the product [Cl:1][C:2]1[CH:7]=[C:6]([Cl:8])[CH:5]=[CH:4][C:3]=1[N:9]1[C:14]2=[N:15][C:16]3[CH:21]=[CH:20][CH:19]=[C:18]([C:22]([N:51]4[CH2:52][CH:49]([OH:48])[CH2:50]4)=[O:24])[C:17]=3[N:13]2[CH2:12][CH2:11][CH2:10]1, predict the reactants needed to synthesize it. The reactants are: [Cl:1][C:2]1[CH:7]=[C:6]([Cl:8])[CH:5]=[CH:4][C:3]=1[N:9]1[C:14]2=[N:15][C:16]3[C:17](=[C:18]([C:22]([OH:24])=O)[CH:19]=[CH:20][CH:21]=3)[N:13]2[CH2:12][CH2:11][CH2:10]1.ON1C2C=CC=CC=2N=N1.Cl.C(N=C=NCCCN(C)C)C.Cl.[OH:48][CH:49]1[CH2:52][NH:51][CH2:50]1. (3) Given the product [Cl:51][C:48]1[CH:47]=[CH:46][C:45]([C@@H:10]2[CH2:9][NH:8][CH2:12][C@H:11]2[C:13]([N:15]2[C@H:16]([C:36]([N:38]3[CH2:39][CH2:40][N:41]([CH3:44])[CH2:42][CH2:43]3)=[O:37])[CH2:17][C@H:18]([N:20]([CH:28]3[CH2:33][CH2:32][C:31]([CH3:35])([CH3:34])[CH2:30][CH2:29]3)[C:21]([C@@H:23]3[CH2:27][CH2:26][CH2:25][O:24]3)=[O:22])[CH2:19]2)=[O:14])=[CH:50][CH:49]=1, predict the reactants needed to synthesize it. The reactants are: C([N:8]1[CH2:12][C@@H:11]([C:13]([N:15]2[CH2:19][C@@H:18]([N:20]([CH:28]3[CH2:33][CH2:32][C:31]([CH3:35])([CH3:34])[CH2:30][CH2:29]3)[C:21]([C@@H:23]3[CH2:27][CH2:26][CH2:25][O:24]3)=[O:22])[CH2:17][C@H:16]2[C:36]([N:38]2[CH2:43][CH2:42][N:41]([CH3:44])[CH2:40][CH2:39]2)=[O:37])=[O:14])[C@H:10]([C:45]2[CH:50]=[CH:49][C:48]([Cl:51])=[CH:47][CH:46]=2)[CH2:9]1)(OC(C)(C)C)=O.Cl. (4) Given the product [CH2:15]([O:14][CH:13]([O:17][CH2:18][CH3:19])[CH2:12][O:8][CH:4]([CH:1]1[CH2:3][CH2:2]1)[CH2:5][CH:6]=[CH2:7])[CH3:16], predict the reactants needed to synthesize it. The reactants are: [CH:1]1([CH:4]([OH:8])[CH2:5][CH:6]=[CH2:7])[CH2:3][CH2:2]1.[H-].[Na+].Br[CH2:12][CH:13]([O:17][CH2:18][CH3:19])[O:14][CH2:15][CH3:16]. (5) Given the product [CH:1]1([CH:7]([NH:27][C:28]2[CH:29]=[CH:30][C:31]([C:34]([N:36]([CH3:44])[CH2:37][CH2:38][C:39]([OH:41])=[O:40])=[O:35])=[CH:32][CH:33]=2)[C:9]2[C:10]([CH2:24][O:25][CH3:26])=[N:11][N:12]([C:14]3[CH:19]=[CH:18][C:17]([C:20]([F:23])([F:22])[F:21])=[CH:16][N:15]=3)[CH:13]=2)[CH2:6][CH2:5][CH2:4][CH2:3][CH2:2]1, predict the reactants needed to synthesize it. The reactants are: [CH:1]1([CH:7]([C:9]2[C:10]([CH2:24][O:25][CH3:26])=[N:11][N:12]([C:14]3[CH:19]=[CH:18][C:17]([C:20]([F:23])([F:22])[F:21])=[CH:16][N:15]=3)[CH:13]=2)O)[CH2:6][CH2:5][CH2:4][CH2:3][CH2:2]1.[NH2:27][C:28]1[CH:33]=[CH:32][C:31]([C:34]([N:36]([CH3:44])[CH2:37][CH2:38][C:39]([O:41]CC)=[O:40])=[O:35])=[CH:30][CH:29]=1. (6) Given the product [NH:1]1[C:5]([C:6]([O:8][CH2:12][CH3:13])=[O:7])=[C:4]([C:9]([O:11][CH2:19][CH3:20])=[O:10])[N:3]=[CH:2]1, predict the reactants needed to synthesize it. The reactants are: [NH:1]1[C:5]([C:6]([OH:8])=[O:7])=[C:4]([C:9]([OH:11])=[O:10])[N:3]=[CH:2]1.[CH2:12](N(CC)CC)[CH3:13].[CH2:19](O)[CH3:20]. (7) The reactants are: [Cl:1][C:2]1[CH:3]=[C:4]([C:13]2[C:22]3[C:17](=[CH:18][C:19]4[C:25]([NH2:26])=[N:24][O:23][C:20]=4[CH:21]=3)[CH:16]=[CH:15][N:14]=2)[CH:5]=[N:6][C:7]=1[O:8][CH2:9][CH:10]([CH3:12])[CH3:11].[CH:27]1([S:30](Cl)(=[O:32])=[O:31])[CH2:29][CH2:28]1. Given the product [Cl:1][C:2]1[CH:3]=[C:4]([C:13]2[C:22]3[C:17](=[CH:18][C:19]4[C:25]([NH:26][S:30]([CH:27]5[CH2:29][CH2:28]5)(=[O:32])=[O:31])=[N:24][O:23][C:20]=4[CH:21]=3)[CH:16]=[CH:15][N:14]=2)[CH:5]=[N:6][C:7]=1[O:8][CH2:9][CH:10]([CH3:12])[CH3:11], predict the reactants needed to synthesize it.